Task: Predict the reactants needed to synthesize the given product.. Dataset: Full USPTO retrosynthesis dataset with 1.9M reactions from patents (1976-2016) (1) Given the product [CH:14]1([C:17]2[NH:21][N:20]=[C:19]([NH:22][C:23]3[C:24]4[CH2:40][CH2:39][CH2:38][C:25]=4[N:26]=[C:27]([N:29]4[CH2:33][CH2:32][CH2:31][CH:30]4[C:34]([NH:8][C:5]4[CH:6]=[N:7][C:2]([F:1])=[CH:3][CH:4]=4)=[O:35])[N:28]=3)[CH:18]=2)[CH2:16][CH2:15]1, predict the reactants needed to synthesize it. The reactants are: [F:1][C:2]1[N:7]=[CH:6][C:5]([NH2:8])=[CH:4][CH:3]=1.C([Mg]Cl)(C)C.[CH:14]1([C:17]2[NH:21][N:20]=[C:19]([NH:22][C:23]3[C:24]4[CH2:40][CH2:39][CH2:38][C:25]=4[N:26]=[C:27]([N:29]4[CH2:33][CH2:32][CH2:31][CH:30]4[C:34](OC)=[O:35])[N:28]=3)[CH:18]=2)[CH2:16][CH2:15]1. (2) Given the product [NH2:1][C:2]1[N:3]=[C:4]([Cl:23])[C:5]2=[C:6]([N:8]([CH2:12][C:13]3[C:18]([CH3:19])=[C:17]([O:20][CH3:21])[C:16]([CH3:22])=[CH:15][N:14]=3)[C:9](=[O:11])/[C:10]/2=[CH:45]\[C:43]2[NH:42][CH:41]=[C:40]([C:38]([N:35]3[CH2:36][CH2:37][CH:32]([OH:31])[CH2:33][CH2:34]3)=[O:39])[N:44]=2)[N:7]=1, predict the reactants needed to synthesize it. The reactants are: [NH2:1][C:2]1[N:3]=[C:4]([Cl:23])[C:5]2[CH2:10][C:9](=[O:11])[N:8]([CH2:12][C:13]3[C:18]([CH3:19])=[C:17]([O:20][CH3:21])[C:16]([CH3:22])=[CH:15][N:14]=3)[C:6]=2[N:7]=1.[Si]([O:31][CH:32]1[CH2:37][CH2:36][N:35]([C:38]([C:40]2[NH:44][C:43]([CH:45]=O)=[N:42][CH:41]=2)=[O:39])[CH2:34][CH2:33]1)(C(C)(C)C)(C)C.N1CCCCC1.C1COCC1.O.C(O)(C(F)(F)F)=O. (3) Given the product [Cl:18][C:11]1[CH:10]=[C:9](/[CH:8]=[C:4]2/[C:5](=[O:7])[N:6]3[CH:20]=[C:21]([C:23]4[CH:24]=[C:25]([CH:29]=[CH:30][CH:31]=4)[C:26]([OH:28])=[O:27])[N:1]=[C:2]3[S:3]/2)[CH:14]=[C:13]([O:15][CH3:16])[C:12]=1[OH:17], predict the reactants needed to synthesize it. The reactants are: [NH2:1][C:2]1[S:3]/[C:4](=[CH:8]\[C:9]2[CH:14]=[C:13]([O:15][CH3:16])[C:12]([OH:17])=[C:11]([Cl:18])[CH:10]=2)/[C:5](=[O:7])[N:6]=1.Br[CH2:20][C:21]([C:23]1[CH:24]=[C:25]([CH:29]=[CH:30][CH:31]=1)[C:26]([OH:28])=[O:27])=O.